This data is from Forward reaction prediction with 1.9M reactions from USPTO patents (1976-2016). The task is: Predict the product of the given reaction. (1) Given the reactants [CH3:1][N:2]1[CH2:7][CH2:6][C:5]2[O:8][C:9]([C:11]3[CH:16]=[CH:15][C:14]([OH:17])=[CH:13][CH:12]=3)=[N:10][C:4]=2[CH2:3]1.C(=O)([O-])[O-].[K+].[K+].[Cl:24][CH2:25][CH2:26][CH2:27]Br, predict the reaction product. The product is: [Cl:24][CH2:25][CH2:26][CH2:27][O:17][C:14]1[CH:15]=[CH:16][C:11]([C:9]2[O:8][C:5]3[CH2:6][CH2:7][N:2]([CH3:1])[CH2:3][C:4]=3[N:10]=2)=[CH:12][CH:13]=1. (2) Given the reactants Cl.[F:2][C:3]1([F:9])[CH2:8][CH2:7][NH:6][CH2:5][CH2:4]1.C(N(CC)C(C)C)(C)C.[CH2:19]([O:21][C:22]([C:24]1[CH:29]=[C:28](OS(C(F)(F)F)(=O)=O)[CH:27]=[C:26]([CH2:38][O:39][CH:40]2[CH2:45][CH2:44][CH2:43][CH2:42][O:41]2)[N:25]=1)=[O:23])[CH3:20], predict the reaction product. The product is: [CH2:19]([O:21][C:22]([C:24]1[CH:29]=[C:28]([N:6]2[CH2:7][CH2:8][C:3]([F:9])([F:2])[CH2:4][CH2:5]2)[CH:27]=[C:26]([CH2:38][O:39][CH:40]2[CH2:45][CH2:44][CH2:43][CH2:42][O:41]2)[N:25]=1)=[O:23])[CH3:20].